Dataset: Reaction yield outcomes from USPTO patents with 853,638 reactions. Task: Predict the reaction yield, written as a fraction of the theoretical maximum amount of product (1.0 means a 100% yield; for example, 0.34 means a 34% yield). (1) The reactants are [Br:1][C:2]1[CH:10]=[CH:9][C:5]([C:6]([OH:8])=O)=[C:4]([N:11]2[CH2:16][CH2:15][O:14][CH2:13][CH2:12]2)[CH:3]=1.C[N:18]1[CH2:23][CH2:22][O:21][CH2:20][CH2:19]1.CN(C(ON1N=NC2C=CC=NC1=2)=[N+](C)C)C.F[P-](F)(F)(F)(F)F.N1CCOCC1. The catalyst is CN(C=O)C.CCOC(C)=O. The product is [Br:1][C:2]1[CH:10]=[CH:9][C:5]([C:6]([N:18]2[CH2:23][CH2:22][O:21][CH2:20][CH2:19]2)=[O:8])=[C:4]([N:11]2[CH2:16][CH2:15][O:14][CH2:13][CH2:12]2)[CH:3]=1. The yield is 0.860. (2) The reactants are [Cl:1][C:2]1[C:3]2[N:4]([C:8](I)=[C:9]([CH2:11][O:12][CH3:13])[N:10]=2)[CH:5]=[CH:6][CH:7]=1.[F:15][C:16]1[CH:17]=[CH:18][C:19]2=[C:20]([CH:36]=1)[O:21][CH2:22][C:23]1[CH:33]=[C:32]([CH:34]=[O:35])[CH:31]=[CH:30][C:24]=1/[C:25]/2=[C:26](/[CH3:29])\[C:27]#[N:28]. No catalyst specified. The product is [Cl:1][C:2]1[C:3]2[N:4]([C:8]([CH:34]([OH:35])[C:32]3[CH:31]=[CH:30][C:24]4/[C:25](=[C:26](/[CH3:29])\[C:27]#[N:28])/[C:19]5[CH:18]=[CH:17][C:16]([F:15])=[CH:36][C:20]=5[O:21][CH2:22][C:23]=4[CH:33]=3)=[C:9]([CH2:11][O:12][CH3:13])[N:10]=2)[CH:5]=[CH:6][CH:7]=1. The yield is 0.540. (3) The reactants are [N:1]1([C:6]2[CH:11]=[CH:10][C:9]([C:12](O)([CH2:14][CH:15]([C:20]3[CH:25]=[C:24]([Cl:26])[CH:23]=[C:22]([Cl:27])[CH:21]=3)[C:16]([F:19])([F:18])[F:17])[CH3:13])=[CH:8][CH:7]=2)[CH:5]=[N:4][CH:3]=[N:2]1.C1(C)C=CC(S(O)(=O)=O)=CC=1. The catalyst is C1(C)C=CC=CC=1. The product is [Cl:26][C:24]1[CH:25]=[C:20]([CH:15]([C:16]([F:17])([F:19])[F:18])/[CH:14]=[C:12](/[C:9]2[CH:10]=[CH:11][C:6]([N:1]3[CH:5]=[N:4][CH:3]=[N:2]3)=[CH:7][CH:8]=2)\[CH3:13])[CH:21]=[C:22]([Cl:27])[CH:23]=1. The yield is 0.310. (4) The product is [N:23]([CH2:6][C@@H:7]([NH:15][C:16](=[O:17])[O:18][C:19]([CH3:22])([CH3:21])[CH3:20])[CH2:8][CH:9]1[CH2:14][CH2:13][CH2:12][CH2:11][CH2:10]1)=[N+:24]=[N-:25]. The reactants are CS(O[CH2:6][C@@H:7]([NH:15][C:16]([O:18][C:19]([CH3:22])([CH3:21])[CH3:20])=[O:17])[CH2:8][CH:9]1[CH2:14][CH2:13][CH2:12][CH2:11][CH2:10]1)(=O)=O.[N-:23]=[N+:24]=[N-:25].[Na+].O. The catalyst is CN(C=O)C. The yield is 0.870. (5) The reactants are Br[C:2]12[CH2:11][CH:6]3[CH2:7][CH:8]([CH2:10][CH:4]([CH2:5]3)[CH2:3]1)[CH2:9]2.[Cl:12][C:13]1[CH:18]=[CH:17][CH:16]=[CH:15][C:14]=1[O:19][CH3:20]. No catalyst specified. The product is [Cl:12][C:13]1[CH:18]=[C:17]([C:2]23[CH2:11][CH:6]4[CH2:7][CH:8]([CH2:10][CH:4]([CH2:5]4)[CH2:3]2)[CH2:9]3)[CH:16]=[CH:15][C:14]=1[O:19][CH3:20]. The yield is 0.844.